Dataset: Forward reaction prediction with 1.9M reactions from USPTO patents (1976-2016). Task: Predict the product of the given reaction. (1) Given the reactants [CH3:1][NH:2][CH3:3].C(=O)([O-])[O-].[Na+].[Na+].[Br:10][CH2:11][CH2:12][C:13]([C:23]1[CH:28]=[CH:27][CH:26]=[CH:25][CH:24]=1)([C:17]1[CH:22]=[CH:21][CH:20]=[CH:19][CH:18]=1)[C:14](Cl)=[O:15], predict the reaction product. The product is: [Br-:10].[CH3:1][N+:2]([CH3:3])=[C:14]1[C:13]([C:23]2[CH:28]=[CH:27][CH:26]=[CH:25][CH:24]=2)([C:17]2[CH:22]=[CH:21][CH:20]=[CH:19][CH:18]=2)[CH2:12][CH2:11][O:15]1. (2) Given the reactants [CH3:1][O:2][C:3]1[CH:4]=[C:5]([CH:8]=[CH:9][C:10]=1[N+:11]([O-:13])=[O:12])[CH2:6]O.C(Br)(Br)(Br)[Br:15].C1(P(C2C=CC=CC=2)C2C=CC=CC=2)C=CC=CC=1, predict the reaction product. The product is: [CH3:1][O:2][C:3]1[CH:4]=[C:5]([CH:8]=[CH:9][C:10]=1[N+:11]([O-:13])=[O:12])[CH2:6][Br:15]. (3) Given the reactants [NH2:1][C:2]1[N:7]=[C:6]([N:8]2[CH2:13][CH2:12][CH2:11][C@H:10]([C:14]([OH:16])=[O:15])[CH2:9]2)[CH:5]=[C:4](Cl)[N:3]=1.[C:18]([C:20]1[CH:25]=[CH:24][C:23](B(O)O)=[CH:22][C:21]=1[F:29])#[N:19].C([O-])(O)=O.[Na+], predict the reaction product. The product is: [NH2:1][C:2]1[N:7]=[C:6]([N:8]2[CH2:13][CH2:12][CH2:11][C@H:10]([C:14]([OH:16])=[O:15])[CH2:9]2)[CH:5]=[C:4]([C:23]2[CH:24]=[CH:25][C:20]([C:18]#[N:19])=[C:21]([F:29])[CH:22]=2)[N:3]=1. (4) Given the reactants Cl.Cl[CH2:3][C:4]1[CH:32]=[CH:31][C:7]([C:8]([NH:10][C:11]2[CH:16]=[CH:15][C:14]([CH3:17])=[C:13]([NH:18][C:19]3[N:24]=[C:23]([C:25]4[CH:26]=[N:27][CH:28]=[CH:29][CH:30]=4)[CH:22]=[CH:21][N:20]=3)[CH:12]=2)=[O:9])=[CH:6][CH:5]=1.[CH2:33]([N:35]1[CH2:40][CH2:39][NH:38][CH2:37][CH2:36]1)[CH3:34], predict the reaction product. The product is: [CH2:33]([N:35]1[CH2:40][CH2:39][N:38]([CH2:3][C:4]2[CH:32]=[CH:31][C:7]([C:8]([NH:10][C:11]3[CH:16]=[CH:15][C:14]([CH3:17])=[C:13]([NH:18][C:19]4[N:24]=[C:23]([C:25]5[CH:26]=[N:27][CH:28]=[CH:29][CH:30]=5)[CH:22]=[CH:21][N:20]=4)[CH:12]=3)=[O:9])=[CH:6][CH:5]=2)[CH2:37][CH2:36]1)[CH3:34]. (5) The product is: [C:24]([NH:6][C@@H:5]([CH2:7][C:8]1[CH:9]=[CH:10][C:11]([OH:14])=[CH:12][CH:13]=1)[C:4]([O:3][CH3:2])=[O:15])(=[O:30])[CH2:25][CH2:26][CH2:27][CH2:28][CH3:29]. Given the reactants Cl.[CH3:2][O:3][C:4](=[O:15])[C@H:5]([CH2:7][C:8]1[CH:13]=[CH:12][C:11]([OH:14])=[CH:10][CH:9]=1)[NH2:6].C(N(CC)CC)C.Cl.[C:24](Cl)(=[O:30])[CH2:25][CH2:26][CH2:27][CH2:28][CH3:29], predict the reaction product.